Dataset: Reaction yield outcomes from USPTO patents with 853,638 reactions. Task: Predict the reaction yield, written as a fraction of the theoretical maximum amount of product (1.0 means a 100% yield; for example, 0.34 means a 34% yield). The reactants are [O:1]1[C:5]2[CH:6]=[CH:7][C:8]([CH:10]=[CH:11][C:12]([OH:14])=O)=[CH:9][C:4]=2[O:3][CH2:2]1.[Cl:15]CCl. The catalyst is CN(C)C=O. The product is [O:1]1[C:5]2[CH:6]=[CH:7][C:8]([CH:10]=[CH:11][C:12]([Cl:15])=[O:14])=[CH:9][C:4]=2[O:3][CH2:2]1. The yield is 0.980.